From a dataset of Reaction yield outcomes from USPTO patents with 853,638 reactions. Predict the reaction yield, written as a fraction of the theoretical maximum amount of product (1.0 means a 100% yield; for example, 0.34 means a 34% yield). (1) The reactants are [CH2:1]([CH:8]1[C:14](=[O:15])[C:13](=[N:16]O)[CH:12]2[CH2:18][CH:9]1[CH2:10][CH2:11]2)[C:2]1[CH:7]=[CH:6][CH:5]=[CH:4][N:3]=1.Cl.[H][H]. The catalyst is [Pd].C(O)C. The product is [CH2:1]([CH:8]1[C:14](=[O:15])[CH:13]([NH2:16])[CH:12]2[CH2:18][CH:9]1[CH2:10][CH2:11]2)[C:2]1[CH:7]=[CH:6][CH:5]=[CH:4][N:3]=1. The yield is 0.860. (2) The reactants are [CH2:1]([S:3]([N:6]1[CH2:11][CH2:10][CH:9]([C:12]2[C:20]3[C:15](=[C:16]([C:29]([NH2:31])=[O:30])[CH:17]=[C:18]([C:21]4[CH:26]=[CH:25][CH:24]=[C:23]([CH:27]=O)[CH:22]=4)[CH:19]=3)[NH:14][CH:13]=2)[CH2:8][CH2:7]1)(=[O:5])=[O:4])[CH3:2].[N:32]1([CH2:38][CH2:39][O:40][CH2:41][CH2:42][OH:43])[CH2:37][CH2:36][NH:35][CH2:34][CH2:33]1.[BH-](OC(C)=O)(OC(C)=O)OC(C)=O.[Na+]. No catalyst specified. The product is [CH2:1]([S:3]([N:6]1[CH2:7][CH2:8][CH:9]([C:12]2[C:20]3[C:15](=[C:16]([C:29]([NH2:31])=[O:30])[CH:17]=[C:18]([C:21]4[CH:26]=[CH:25][CH:24]=[C:23]([CH2:27][N:35]5[CH2:36][CH2:37][N:32]([CH2:38][CH2:39][O:40][CH2:41][CH2:42][OH:43])[CH2:33][CH2:34]5)[CH:22]=4)[CH:19]=3)[NH:14][CH:13]=2)[CH2:10][CH2:11]1)(=[O:5])=[O:4])[CH3:2]. The yield is 0.250. (3) The reactants are [N:1]1[CH:6]=[CH:5][CH:4]=[CH:3][C:2]=1[C:7]1[N:11]=[C:10]([C:12]2[CH:17]=[C:16]([C:18]#[N:19])[CH:15]=[C:14](I)[CH:13]=2)[O:9][N:8]=1.C(N(CC)CC)C.[CH2:28]([OH:31])[C:29]#[CH:30]. The catalyst is CN(C)C=O.C1C=CC([P]([Pd]([P](C2C=CC=CC=2)(C2C=CC=CC=2)C2C=CC=CC=2)([P](C2C=CC=CC=2)(C2C=CC=CC=2)C2C=CC=CC=2)[P](C2C=CC=CC=2)(C2C=CC=CC=2)C2C=CC=CC=2)(C2C=CC=CC=2)C2C=CC=CC=2)=CC=1.[Cu]I. The product is [N:1]1[CH:6]=[CH:5][CH:4]=[CH:3][C:2]=1[C:7]1[N:11]=[C:10]([C:12]2[CH:17]=[C:16]([C:18]#[N:19])[CH:15]=[C:14]([C:30]#[C:29][CH2:28][OH:31])[CH:13]=2)[O:9][N:8]=1. The yield is 0.180. (4) The reactants are [NH2:1][C:2]1[C:7]2[C:8](=[O:20])[N:9]([C:13]3[CH:18]=[CH:17][C:16](Br)=[CH:15][CH:14]=3)[CH2:10][CH2:11][O:12][C:6]=2[N:5]=[CH:4][N:3]=1.[Cl:21][C:22]1[CH:23]=[C:24]([CH2:37][C:38]([O:40][CH3:41])=[O:39])[CH:25]=[CH:26][C:27]=1B1OC(C)(C)C(C)(C)O1.P([O-])([O-])([O-])=O.[K+].[K+].[K+].CO. The catalyst is COCCOC.Cl[Pd]Cl.C1(P(C2C=CC=CC=2)[C-]2C=CC=C2)C=CC=CC=1.[C-]1(P(C2C=CC=CC=2)C2C=CC=CC=2)C=CC=C1.[Fe+2].O. The product is [NH2:1][C:2]1[C:7]2[C:8](=[O:20])[N:9]([C:13]3[CH:18]=[CH:17][C:16]([C:27]4[CH:26]=[CH:25][C:24]([CH2:37][C:38]([O:40][CH3:41])=[O:39])=[CH:23][C:22]=4[Cl:21])=[CH:15][CH:14]=3)[CH2:10][CH2:11][O:12][C:6]=2[N:5]=[CH:4][N:3]=1. The yield is 0.460. (5) The reactants are C(O[CH:4]=[CH:5][C:6]([O:8][CH2:9][CH3:10])=[O:7])C.C1C(=O)N(Br)C(=O)C1.[NH2:19][C:20]([NH2:22])=[S:21].[NH4+].[OH-]. The product is [NH2:22][C:20]1[S:21][C:5]([C:6]([O:8][CH2:9][CH3:10])=[O:7])=[CH:4][N:19]=1. The yield is 0.660. The catalyst is O.O1CCOCC1. (6) The reactants are C(O[C:4](=[O:21])[C:5](=[N:11][NH:12][C:13](=[O:20])[CH2:14][C:15]([O:17][CH2:18][CH3:19])=[O:16])[CH2:6][C:7]([CH3:10])([CH3:9])[CH3:8])C.CC([O-])=O.[Na+]. The catalyst is CN(C=O)C. The product is [CH2:18]([O:17][C:15]([C:14]1[C:13](=[O:20])[NH:12][N:11]=[C:5]([CH2:6][C:7]([CH3:8])([CH3:9])[CH3:10])[C:4]=1[OH:21])=[O:16])[CH3:19]. The yield is 0.150. (7) The reactants are [OH:1][C:2]1[CH:3]=[C:4]([CH:20]=[C:21]([O:23][C@@H:24]([CH3:28])[CH2:25][O:26][CH3:27])[CH:22]=1)[C:5]([NH:7][C:8]1[CH:12]=[CH:11][N:10]([C:13]([O:15][C:16]([CH3:19])([CH3:18])[CH3:17])=[O:14])[N:9]=1)=[O:6].C(N([CH2:34][CH3:35])CC)C. The catalyst is C(Cl)Cl.C([O-])(=O)C.[Cu+2].C([O-])(=O)C. The product is [CH2:16]([O:15][C:13]([C:35]1[CH:34]=[CH:21][C:22]([O:1][C:2]2[CH:3]=[C:4]([CH:20]=[C:21]([O:23][C@@H:24]([CH3:28])[CH2:25][O:26][CH3:27])[CH:22]=2)[C:5]([NH:7][C:8]2[CH:12]=[CH:11][N:10]([C:13]([O:15][C:16]([CH3:19])([CH3:18])[CH3:17])=[O:14])[N:9]=2)=[O:6])=[CH:2][CH:3]=1)=[O:14])[CH3:17]. The yield is 0.390.